From a dataset of Peptide-MHC class I binding affinity with 185,985 pairs from IEDB/IMGT. Regression. Given a peptide amino acid sequence and an MHC pseudo amino acid sequence, predict their binding affinity value. This is MHC class I binding data. (1) The peptide sequence is QLQQYAESR. The MHC is HLA-A03:01 with pseudo-sequence HLA-A03:01. The binding affinity (normalized) is 0. (2) The peptide sequence is HSNLNDATY. The MHC is HLA-A29:02 with pseudo-sequence HLA-A29:02. The binding affinity (normalized) is 0.339. (3) The peptide sequence is KQINPPTVY. The MHC is HLA-A26:02 with pseudo-sequence HLA-A26:02. The binding affinity (normalized) is 0.0847. (4) The peptide sequence is AQIDNYNKF. The MHC is HLA-B45:01 with pseudo-sequence HLA-B45:01. The binding affinity (normalized) is 0.256. (5) The peptide sequence is PLSPDTCLL. The MHC is HLA-A68:02 with pseudo-sequence HLA-A68:02. The binding affinity (normalized) is 0. (6) The peptide sequence is SEVKFKYVL. The MHC is HLA-B07:02 with pseudo-sequence HLA-B07:02. The binding affinity (normalized) is 0.0847. (7) The peptide sequence is EVREFLGSY. The binding affinity (normalized) is 0.484. The MHC is HLA-B15:01 with pseudo-sequence HLA-B15:01. (8) The peptide sequence is RTYIYWHGKS. The MHC is Mamu-A02 with pseudo-sequence Mamu-A02. The binding affinity (normalized) is 0.409. (9) The peptide sequence is RPLMESELVI. The MHC is HLA-B35:01 with pseudo-sequence HLA-B35:01. The binding affinity (normalized) is 0.447.